From a dataset of Full USPTO retrosynthesis dataset with 1.9M reactions from patents (1976-2016). Predict the reactants needed to synthesize the given product. (1) Given the product [Cl:1][C:2]1[S:3][C:4]([Cl:37])=[C:5]([CH:22]([C:30]2[CH:35]=[CH:34][CH:33]=[C:32]([Cl:36])[CH:31]=2)[O:23][CH:24]2[CH2:29][CH2:28][CH2:27][CH2:26][O:25]2)[C:6]=1[C:7]([NH:9][C@H:10]([C:12]1[CH:21]=[CH:20][C:15]([C:16]([OH:18])=[O:17])=[CH:14][CH:13]=1)[CH3:11])=[O:8], predict the reactants needed to synthesize it. The reactants are: [Cl:1][C:2]1[S:3][C:4]([Cl:37])=[C:5]([CH:22]([C:30]2[CH:35]=[CH:34][CH:33]=[C:32]([Cl:36])[CH:31]=2)[O:23][CH:24]2[CH2:29][CH2:28][CH2:27][CH2:26][O:25]2)[C:6]=1[C:7]([NH:9][C@H:10]([C:12]1[CH:21]=[CH:20][C:15]([C:16]([O:18]C)=[O:17])=[CH:14][CH:13]=1)[CH3:11])=[O:8].Cl. (2) Given the product [NH2:19][CH:2]1[CH2:6][CH2:5][C:4]([CH2:7][PH:8](=[O:13])[O:9][CH:10]([CH3:12])[CH3:11])=[CH:3]1, predict the reactants needed to synthesize it. The reactants are: O[CH:2]1[CH2:6][CH2:5][C:4]([CH2:7][PH:8](=[O:13])[O:9][CH:10]([CH3:12])[CH3:11])=[CH:3]1.CCOC(/[N:19]=N/C(OCC)=O)=O.N=[N+]=[N-].C1(P(C2C=CC=CC=2)C2C=CC=CC=2)C=CC=CC=1. (3) Given the product [CH2:1]([O:8][C:9]1[CH:18]=[C:17]2[C:12]([C:13]([NH:27][C:26]3[C:28]([F:30])=[CH:29][C:23]([Cl:22])=[CH:24][C:25]=3[F:31])=[N:14][CH:15]=[N:16]2)=[CH:11][C:10]=1[O:20][CH3:21])[C:2]1[CH:7]=[CH:6][CH:5]=[CH:4][CH:3]=1, predict the reactants needed to synthesize it. The reactants are: [CH2:1]([O:8][C:9]1[CH:18]=[C:17]2[C:12]([C:13](Cl)=[N:14][CH:15]=[N:16]2)=[CH:11][C:10]=1[O:20][CH3:21])[C:2]1[CH:7]=[CH:6][CH:5]=[CH:4][CH:3]=1.[Cl:22][C:23]1[CH:29]=[C:28]([F:30])[C:26]([NH2:27])=[C:25]([F:31])[CH:24]=1.[H-].[Na+]. (4) Given the product [N+:14]([C:9]1[C:8]2[C:13](=[CH:4][CH:5]=[CH:6][C:7]=2[N+:27]([O-:29])=[O:28])[CH:12]=[CH:11][CH:10]=1)([O-:16])=[O:15], predict the reactants needed to synthesize it. The reactants are: [N+]([C:4]1[C:13]2[C:8](=[C:9]([N+:14]([O-:16])=[O:15])[CH:10]=[CH:11][CH:12]=2)[CH:7]=[CH:6][CH:5]=1)([O-])=O.C1C2C(=CC=CC=2)C=CC=1.[N+:27]([O-])([OH:29])=[O:28].[N+](C1C2C(=CC=CC=2)C=CC=1)([O-])=O. (5) Given the product [CH3:1][O:2][C:3]([C:5]1[CH:10]=[C:9]([C:11](=[O:13])[NH:20][CH2:19][C:18]2[CH:21]=[CH:22][CH:23]=[C:16]([O:15][CH3:14])[CH:17]=2)[N:8]=[CH:7][N:6]=1)=[O:4], predict the reactants needed to synthesize it. The reactants are: [CH3:1][O:2][C:3]([C:5]1[CH:10]=[C:9]([C:11]([OH:13])=O)[N:8]=[CH:7][N:6]=1)=[O:4].[CH3:14][O:15][C:16]1[CH:17]=[C:18]([CH:21]=[CH:22][CH:23]=1)[CH2:19][NH2:20].ON1C2N=CC=CC=2N=N1.CN1CCOCC1. (6) Given the product [NH:8]1[CH2:9][CH2:10][CH:11]([N:14]2[CH:18]=[N:17][NH:16][C:15]2=[O:19])[CH2:12][CH2:13]1, predict the reactants needed to synthesize it. The reactants are: C1(C[N:8]2[CH2:13][CH2:12][CH:11]([N:14]3[CH:18]=[N:17][NH:16][C:15]3=[O:19])[CH2:10][CH2:9]2)C=CC=CC=1.C1CC=CCC=1.C(O)C. (7) Given the product [C:14]([O:8][CH2:7][CH2:6][CH2:5][CH2:4][CH2:3][CH2:2][Br:1])(=[O:23])[CH:15]=[CH:16][C:17]1[CH:22]=[CH:21][CH:20]=[CH:19][CH:18]=1, predict the reactants needed to synthesize it. The reactants are: [Br:1][CH2:2][CH2:3][CH2:4][CH2:5][CH2:6][CH2:7][OH:8].C1COCC1.[C:14](Cl)(=[O:23])[CH:15]=[CH:16][C:17]1[CH:22]=[CH:21][CH:20]=[CH:19][CH:18]=1. (8) Given the product [NH2:15][C:4]([CH:5]([CH2:8][CH3:9])[CH2:6][CH3:7])=[C:3]([C:1]#[N:2])[CH3:11], predict the reactants needed to synthesize it. The reactants are: [C:1]([CH2:3][C:4](=O)[CH:5]([CH2:8][CH3:9])[CH2:6][CH3:7])#[N:2].[C:11]([O-])(=O)C.[NH4+:15].C(O)(=O)C.